Dataset: Volume of distribution at steady state (VDss) regression data from Lombardo et al.. Task: Regression/Classification. Given a drug SMILES string, predict its absorption, distribution, metabolism, or excretion properties. Task type varies by dataset: regression for continuous measurements (e.g., permeability, clearance, half-life) or binary classification for categorical outcomes (e.g., BBB penetration, CYP inhibition). For this dataset (vdss_lombardo), we predict log10(VDss) (log10 of volume of distribution in L/kg). (1) The drug is CC1=C(CO)C2=C(C)C3(CC3)C(C)(O)C(=O)C2=C1. The log10(VDss) is 0.490. (2) The molecule is C[NH+]1C2CCC1CC(OC(=O)c1c[nH]c3ccccc13)C2. The log10(VDss) is 0.990. (3) The molecule is CC(C)(C)NC(=O)C1CC2CCCCC2CN1CC(O)C(Cc1ccccc1)NC(=O)C(CC(N)=O)NC(=O)c1ccc2ccccc2n1. The log10(VDss) is 0.560. (4) The log10(VDss) is 0.590. The compound is CCCC1OC2CC3C4CCC5=CC(=O)C=CC5(C)C4C(O)CC3(C)C2(C(=O)CO)O1. (5) The drug is CCOc1ccccc1OCC[NH2+]C(C)Cc1ccc(OC)c(S(N)(=O)=O)c1. The log10(VDss) is -0.680. (6) The drug is C=CCN1CCC23c4c5ccc(O)c4OC2C(=O)CCC3(O)C1C5. The log10(VDss) is 0.230. (7) The molecule is CC(=[NH2+])N1CCC(SC2=C(C(=O)[O-])N3C(=O)C(C(C)O)C3C2)C1. The log10(VDss) is -0.720.